Dataset: Full USPTO retrosynthesis dataset with 1.9M reactions from patents (1976-2016). Task: Predict the reactants needed to synthesize the given product. Given the product [OH:39][C@H:29]([CH2:30][O:31][C:32]1[CH:37]=[CH:36][C:35]([OH:38])=[CH:34][CH:33]=1)[CH2:28][NH:27][CH:23]1[CH2:24][CH2:25][N:20]([C:17]2[CH:18]=[CH:19][C:14]([CH:13]=[C:9]3[S:8][C:7]([N:1]4[CH2:6][CH2:5][O:4][CH2:3][CH2:2]4)=[N:11][C:10]3=[O:12])=[CH:15][CH:16]=2)[CH2:21][CH2:22]1, predict the reactants needed to synthesize it. The reactants are: [N:1]1([C:7]2[S:8][C:9](=[CH:13][C:14]3[CH:19]=[CH:18][C:17]([N:20]4[CH2:25][CH2:24][C:23](=O)[CH2:22][CH2:21]4)=[CH:16][CH:15]=3)[C:10](=[O:12])[N:11]=2)[CH2:6][CH2:5][O:4][CH2:3][CH2:2]1.[NH2:27][CH2:28][C@H:29]([OH:39])[CH2:30][O:31][C:32]1[CH:37]=[CH:36][C:35]([OH:38])=[CH:34][CH:33]=1.